Dataset: Forward reaction prediction with 1.9M reactions from USPTO patents (1976-2016). Task: Predict the product of the given reaction. (1) Given the reactants [O:1]=[C:2]([C:22]1[CH:27]=[CH:26][CH:25]=[CH:24][CH:23]=1)[CH2:3][O:4][C@H:5]1[CH2:10][CH2:9][C@H:8]([N:11]2[C:19](=[O:20])[C:18]3[C:13](=[CH:14][CH:15]=[CH:16][CH:17]=3)[C:12]2=[O:21])[CH2:7][CH2:6]1.[H][H], predict the reaction product. The product is: [OH:1][CH:2]([C:22]1[CH:23]=[CH:24][CH:25]=[CH:26][CH:27]=1)[CH2:3][O:4][C@H:5]1[CH2:6][CH2:7][C@H:8]([N:11]2[C:19](=[O:20])[C:18]3[C:13](=[CH:14][CH:15]=[CH:16][CH:17]=3)[C:12]2=[O:21])[CH2:9][CH2:10]1. (2) Given the reactants [F:1][C:2]1[CH:3]=[CH:4][C:5]([NH:8][CH2:9][CH2:10][N:11]2[CH:15]=[C:14]([N+:16]([O-])=O)[CH:13]=[N:12]2)=[N:6][CH:7]=1, predict the reaction product. The product is: [NH2:16][C:14]1[CH:13]=[N:12][N:11]([CH2:10][CH2:9][NH:8][C:5]2[CH:4]=[CH:3][C:2]([F:1])=[CH:7][N:6]=2)[CH:15]=1. (3) Given the reactants [CH2:1]([O:8][C:9]1[N:14]=[C:13]([CH2:15][O:16]C2CCCCO2)[CH:12]=[CH:11][N:10]=1)[C:2]1[CH:7]=[CH:6][CH:5]=[CH:4][CH:3]=1.CCO, predict the reaction product. The product is: [CH2:1]([O:8][C:9]1[N:14]=[C:13]([CH2:15][OH:16])[CH:12]=[CH:11][N:10]=1)[C:2]1[CH:7]=[CH:6][CH:5]=[CH:4][CH:3]=1. (4) The product is: [OH:8][C:9]1[CH:14]=[CH:13][C:12]([N:15]2[CH2:19][CH2:18][CH2:17][C:16]2=[O:20])=[CH:11][CH:10]=1. Given the reactants C([O:8][C:9]1[CH:14]=[CH:13][C:12]([N:15]2[CH2:19][CH2:18][CH2:17][C:16]2=[O:20])=[CH:11][CH:10]=1)C1C=CC=CC=1.ClCCl.CO, predict the reaction product.